This data is from Full USPTO retrosynthesis dataset with 1.9M reactions from patents (1976-2016). The task is: Predict the reactants needed to synthesize the given product. The reactants are: I[C:2]1[CH:7]=[C:6]([N+:8]([O-:10])=[O:9])[CH:5]=[C:4]([CH3:11])[C:3]=1[NH2:12].[CH3:13][Si:14]([C:17]#[CH:18])([CH3:16])[CH3:15].C(N(CC)CC)C. Given the product [CH3:11][C:4]1[CH:5]=[C:6]([N+:8]([O-:10])=[O:9])[CH:7]=[C:2]([C:18]#[C:17][Si:14]([CH3:16])([CH3:15])[CH3:13])[C:3]=1[NH2:12], predict the reactants needed to synthesize it.